From a dataset of Catalyst prediction with 721,799 reactions and 888 catalyst types from USPTO. Predict which catalyst facilitates the given reaction. Product: [ClH:29].[I:28][C:25]1[CH:26]=[CH:27][C:22]([CH2:21][C:18]2[CH:19]=[CH:20][C:15]([O:14][CH2:13][C@H:9]3[CH2:10][CH2:11][CH2:12][NH:8]3)=[CH:16][CH:17]=2)=[CH:23][CH:24]=1. The catalyst class is: 12. Reactant: C(OC([N:8]1[CH2:12][CH2:11][CH2:10][C@@H:9]1[CH2:13][O:14][C:15]1[CH:20]=[CH:19][C:18]([CH2:21][C:22]2[CH:27]=[CH:26][C:25]([I:28])=[CH:24][CH:23]=2)=[CH:17][CH:16]=1)=O)(C)(C)C.[ClH:29].CCOCC.